Dataset: TCR-epitope binding with 47,182 pairs between 192 epitopes and 23,139 TCRs. Task: Binary Classification. Given a T-cell receptor sequence (or CDR3 region) and an epitope sequence, predict whether binding occurs between them. The epitope is PROT_97E67BCC. The TCR CDR3 sequence is CASKPARANEQFF. Result: 1 (the TCR binds to the epitope).